Predict the reaction yield, written as a fraction of the theoretical maximum amount of product (1.0 means a 100% yield; for example, 0.34 means a 34% yield). From a dataset of Reaction yield outcomes from USPTO patents with 853,638 reactions. (1) The catalyst is CO.[Fe]. The product is [NH2:25][C:13]1[CH:12]=[C:11]([O:10][CH:8]([C:5]2[CH:6]=[CH:7][CH:2]=[CH:3][CH:4]=2)[CH3:9])[CH:16]=[CH:15][C:14]=1[S:17][C:18]1[CH:19]=[CH:20][C:21]([OH:24])=[CH:22][CH:23]=1. The reactants are Br[C:2]1[CH:7]=[CH:6][C:5]([CH:8]([O:10][C:11]2[CH:16]=[CH:15][C:14]([S:17][C:18]3[CH:23]=[CH:22][C:21]([OH:24])=[CH:20][CH:19]=3)=[C:13]([N+:25]([O-])=O)[CH:12]=2)[CH3:9])=[CH:4][CH:3]=1.[NH4+].[Cl-]. The yield is 0.840. (2) The reactants are [NH:1]1[CH:5]=[CH:4][N:3]=[C:2]1[C:6]1[CH:7]=[C:8]([C:17]([O:19][CH2:20][CH3:21])=[O:18])[CH:9]=[C:10]([CH:16]=1)[C:11]([O:13][CH2:14][CH3:15])=[O:12].[H-].[Na+].[CH3:24]I. The catalyst is C1COCC1. The product is [CH3:24][N:1]1[CH:5]=[CH:4][N:3]=[C:2]1[C:6]1[CH:16]=[C:10]([C:11]([O:13][CH2:14][CH3:15])=[O:12])[CH:9]=[C:8]([CH:7]=1)[C:17]([O:19][CH2:20][CH3:21])=[O:18]. The yield is 0.420. (3) The reactants are [Cl:1][C:2]1[CH:3]=[C:4]([C:9]2[S:10][CH:11]=[C:12]([C:15]([CH3:17])=O)[C:13]=2[OH:14])[CH:5]=[CH:6][C:7]=1[Cl:8].[N:18]1([CH2:23][CH2:24][NH:25][C:26]([C:28]2[S:29][C:30]([C:33]([NH:35][NH2:36])=[O:34])=[CH:31][CH:32]=2)=[O:27])[CH2:22][CH2:21][CH2:20][CH2:19]1. The catalyst is CS(C)=O. The product is [N:18]1([CH2:23][CH2:24][NH:25][C:26]([C:28]2[S:29][C:30]([C:33]([NH:35][N:36]=[C:15]([C:12]3[C:13]([OH:14])=[C:9]([C:4]4[CH:5]=[CH:6][C:7]([Cl:8])=[C:2]([Cl:1])[CH:3]=4)[S:10][CH:11]=3)[CH3:17])=[O:34])=[CH:31][CH:32]=2)=[O:27])[CH2:22][CH2:21][CH2:20][CH2:19]1. The yield is 0.290. (4) The reactants are Br[C:2]1[CH:7]=[CH:6][C:5]([CH:8]([OH:13])[C:9]([F:12])([F:11])[F:10])=[CH:4][CH:3]=1.[C:14]1([CH3:23])[CH:19]=[CH:18][CH:17]=[C:16](B(O)O)[CH:15]=1.C([O-])([O-])=O.[K+].[K+].CCO. The catalyst is [Pd].O. The product is [F:10][C:9]([F:12])([F:11])[CH:8]([C:5]1[CH:6]=[CH:7][CH:2]=[CH:3][C:4]=1[C:16]1[CH:17]=[CH:18][CH:19]=[C:14]([CH3:23])[CH:15]=1)[OH:13]. The yield is 0.720. (5) The reactants are [C:1]([O:5][C:6]([NH:8][CH:9]1[CH2:14][CH2:13][NH:12][CH2:11][CH2:10]1)=[O:7])([CH3:4])([CH3:3])[CH3:2].ClC1CC([C:22]([F:25])([F:24])[F:23])CCN1.CC[N:28]([CH:32]([CH3:34])C)[CH:29]([CH3:31])C.O1CCOC[CH2:36]1. The catalyst is C(Cl)Cl.Cl. The product is [F:23][C:22]([F:25])([F:24])[C:34]1[C:32]([N:12]2[CH2:11][CH2:10][CH:9]([NH:8][C:6](=[O:7])[O:5][C:1]([CH3:4])([CH3:2])[CH3:3])[CH2:14][CH2:13]2)=[N:28][CH:29]=[CH:31][CH:36]=1. The yield is 0.800. (6) The reactants are [Cl:1][C:2]1[CH:7]=[CH:6][CH:5]=[C:4]([C:8]([F:11])([F:10])[F:9])[C:3]=1[C:12]([N:14]1[C:22]2[C:17](=[C:18]([F:23])[CH:19]=[CH:20][CH:21]=2)[C:16](I)=[N:15]1)=[O:13].[CH3:25][CH:26]1[CH2:31][CH:30]([C:32]([O:34][CH2:35][CH3:36])=[O:33])[CH2:29][CH:28]=[C:27]1B1OC(C)(C)C(C)(C)O1.C(Cl)Cl.C([O-])([O-])=O.[Cs+].[Cs+]. The catalyst is C1COCC1.C1C=CC(P(C2C=CC=CC=2)[C-]2C=CC=C2)=CC=1.C1C=CC(P(C2C=CC=CC=2)[C-]2C=CC=C2)=CC=1.Cl[Pd]Cl.[Fe+2]. The product is [Cl:1][C:2]1[CH:7]=[CH:6][CH:5]=[C:4]([C:8]([F:11])([F:10])[F:9])[C:3]=1[C:12]([N:14]1[C:22]2[C:17](=[C:18]([F:23])[CH:19]=[CH:20][CH:21]=2)[C:16]([C:27]2[CH:26]([CH3:25])[CH2:31][CH:30]([C:32]([O:34][CH2:35][CH3:36])=[O:33])[CH2:29][CH:28]=2)=[N:15]1)=[O:13]. The yield is 0.610. (7) The reactants are [Cl:1][C:2]1[C:3]([O:15][CH3:16])=[C:4]([CH:10]=[CH:11][C:12]([OH:14])=[O:13])[CH:5]=[CH:6][C:7]=1[O:8][CH3:9]. The catalyst is CO.C1COCC1.[Pd]. The product is [Cl:1][C:2]1[C:3]([O:15][CH3:16])=[C:4]([CH2:10][CH2:11][C:12]([OH:14])=[O:13])[CH:5]=[CH:6][C:7]=1[O:8][CH3:9]. The yield is 0.990.